This data is from Full USPTO retrosynthesis dataset with 1.9M reactions from patents (1976-2016). The task is: Predict the reactants needed to synthesize the given product. (1) Given the product [C:4]([C:3]1[C:2]([N:31]2[CH2:35][CH2:34][CH2:33][CH:32]2[CH2:36][C:37]([NH2:39])=[O:38])=[N:9][CH:8]=[C:7]([C:10]2[CH:15]=[CH:14][N:13]=[C:12]([NH:16][C:17]3[CH:18]=[N:19][C:20]([CH2:23][N:24]4[CH2:29][CH2:28][O:27][CH2:26][CH2:25]4)=[CH:21][CH:22]=3)[N:11]=2)[CH:6]=1)#[N:5], predict the reactants needed to synthesize it. The reactants are: Cl[C:2]1[N:9]=[CH:8][C:7]([C:10]2[CH:15]=[CH:14][N:13]=[C:12]([NH:16][C:17]3[CH:18]=[N:19][C:20]([CH2:23][N:24]4[CH2:29][CH2:28][O:27][CH2:26][CH2:25]4)=[CH:21][CH:22]=3)[N:11]=2)=[CH:6][C:3]=1[C:4]#[N:5].Cl.[NH:31]1[CH2:35][CH2:34][CH2:33][CH:32]1[CH2:36][C:37]([NH2:39])=[O:38].CCN(C(C)C)C(C)C.CO.C(Cl)(Cl)Cl. (2) Given the product [CH3:1][Si:2]([CH3:9])([CH3:8])[O:3][C:4]1[CH2:5][C:10]2([CH2:12][CH2:11]2)[CH:13]([C:14]([O:16][CH2:17][CH3:18])=[O:15])[CH2:7][CH:6]=1, predict the reactants needed to synthesize it. The reactants are: [CH3:1][Si:2]([CH3:9])([CH3:8])[O:3][C:4]([CH:6]=[CH2:7])=[CH2:5].[C:10]1(=[CH:13][C:14]([O:16][CH2:17][CH3:18])=[O:15])[CH2:12][CH2:11]1. (3) Given the product [OH:42][CH2:41][CH2:40][N:34]1[CH2:39][CH2:38][N:37]([C:23]2[S:24][C:20](=[CH:19][C:15]3[CH:14]=[C:13]4[C:18](=[CH:17][CH:16]=3)[N:10]([CH2:9][C:8]3[CH:28]=[CH:29][C:5]([S:2]([CH3:1])(=[O:3])=[O:4])=[CH:6][C:7]=3[C:30]([F:33])([F:31])[F:32])[N:11]=[CH:12]4)[C:21](=[O:27])[N:22]=2)[CH2:36][CH2:35]1, predict the reactants needed to synthesize it. The reactants are: [CH3:1][S:2]([C:5]1[CH:29]=[CH:28][C:8]([CH2:9][N:10]2[C:18]3[C:13](=[CH:14][C:15]([CH:19]=[C:20]4[S:24][C:23](SC)=[N:22][C:21]4=[O:27])=[CH:16][CH:17]=3)[CH:12]=[N:11]2)=[C:7]([C:30]([F:33])([F:32])[F:31])[CH:6]=1)(=[O:4])=[O:3].[N:34]1([CH2:40][CH2:41][OH:42])[CH2:39][CH2:38][NH:37][CH2:36][CH2:35]1. (4) Given the product [CH3:17][O:18][C:19](=[O:28])[C:20]1[CH:25]=[CH:24][C:23]([Cl:26])=[C:22]([NH:27][C:14]([C:8]2[C:9](=[O:13])[NH:10][C:11]3[C:6]([CH:7]=2)=[CH:5][CH:4]=[C:3]([O:2][CH3:1])[N:12]=3)=[O:16])[CH:21]=1, predict the reactants needed to synthesize it. The reactants are: [CH3:1][O:2][C:3]1[N:12]=[C:11]2[C:6]([CH:7]=[C:8]([C:14]([OH:16])=O)[C:9](=[O:13])[NH:10]2)=[CH:5][CH:4]=1.[CH3:17][O:18][C:19](=[O:28])[C:20]1[CH:25]=[CH:24][C:23]([Cl:26])=[C:22]([NH2:27])[CH:21]=1.CN(C(ON1N=NC2C=CC=NC1=2)=[N+](C)C)C.F[P-](F)(F)(F)(F)F.C(N(CC)CC)C. (5) The reactants are: [CH3:1][O:2][CH:3]1[CH2:6][NH:5][CH2:4]1.[CH:7]([N:10]1[CH2:15][CH2:14][CH:13]([NH:16][C:17]([C:19]2[N:20]([CH2:31][C:32]3[CH:37]=[CH:36][CH:35]=[C:34]([O:38][CH3:39])[CH:33]=3)[C:21]3[CH:22]=[CH:23][CH:24]=[C:25]([C:28](O)=[O:29])[C:26]=3[CH:27]=2)=[O:18])[CH2:12][CH2:11]1)([CH3:9])[CH3:8].ClC1SC(C2ON=C(CN3C4C(=CC(C(O)=O)=CC=4)C=C3C(=O)NC3CCN(C(C)C)CC3)C=2)=CC=1. Given the product [CH:7]([N:10]1[CH2:15][CH2:14][CH:13]([NH:16][C:17]([C:19]2[N:20]([CH2:31][C:32]3[CH:37]=[CH:36][CH:35]=[C:34]([O:38][CH3:39])[CH:33]=3)[C:21]3[C:26]([CH:27]=2)=[C:25]([C:28]([N:5]2[CH2:6][CH:3]([O:2][CH3:1])[CH2:4]2)=[O:29])[CH:24]=[CH:23][CH:22]=3)=[O:18])[CH2:12][CH2:11]1)([CH3:9])[CH3:8], predict the reactants needed to synthesize it.